Dataset: Forward reaction prediction with 1.9M reactions from USPTO patents (1976-2016). Task: Predict the product of the given reaction. (1) The product is: [Br:7][C:8]1[CH:9]=[CH:10][C:11]([C:14]2[O:15][C:16]([CH3:26])=[C:17]([CH2:19][CH2:20][N:1]3[CH2:6][CH2:5][CH2:4][CH2:3][CH2:2]3)[N:18]=2)=[CH:12][CH:13]=1. Given the reactants [NH:1]1[CH2:6][CH2:5][CH2:4][CH2:3][CH2:2]1.[Br:7][C:8]1[CH:13]=[CH:12][C:11]([C:14]2[O:15][C:16]([CH3:26])=[C:17]([CH2:19][CH2:20]OS(C)(=O)=O)[N:18]=2)=[CH:10][CH:9]=1, predict the reaction product. (2) Given the reactants [F:1][C:2]([F:30])([F:29])[C@H:3]1[CH2:8][CH2:7][C@H:6]([NH:9][C:10](=[O:28])[C:11]2[CH:16]=[C:15]([N+:17]([O-])=O)[C:14]([NH2:20])=[CH:13][C:12]=2[N:21]2[CH2:26][CH2:25][CH:24]([F:27])[CH2:23][CH2:22]2)[CH2:5][CH2:4]1.CO, predict the reaction product. The product is: [F:29][C:2]([F:1])([F:30])[C@H:3]1[CH2:4][CH2:5][C@H:6]([NH:9][C:10](=[O:28])[C:11]2[CH:16]=[C:15]([NH2:17])[C:14]([NH2:20])=[CH:13][C:12]=2[N:21]2[CH2:26][CH2:25][CH:24]([F:27])[CH2:23][CH2:22]2)[CH2:7][CH2:8]1. (3) Given the reactants [F:1][C:2]1[CH:7]=[CH:6][C:5]([C:8]2[C:9]([C:21]3[CH:26]=[CH:25][CH:24]=[C:23]([CH3:27])[N:22]=3)=[N:10][N:11](COCC[Si](C)(C)C)[CH:12]=2)=[CH:4][C:3]=1[C:28]1[N:29]=[CH:30][N:31]([CH3:33])[CH:32]=1.Cl.C(=O)(O)[O-].[Na+], predict the reaction product. The product is: [F:1][C:2]1[CH:7]=[CH:6][C:5]([C:8]2[C:9]([C:21]3[CH:26]=[CH:25][CH:24]=[C:23]([CH3:27])[N:22]=3)=[N:10][NH:11][CH:12]=2)=[CH:4][C:3]=1[C:28]1[N:29]=[CH:30][N:31]([CH3:33])[CH:32]=1. (4) The product is: [F:1][C:2]1[N:7]=[C:6]([C:8]#[N:9])[C:5](=[O:10])[NH:4][CH:3]=1. Given the reactants [F:1][C:2]1[N:7]=[C:6]([C:8]#[N:9])[C:5]([O:10]C2C=CC(O)=CC=2)=[N:4][CH:3]=1.[N+]([O-])([O-])=O.[Ce+3].[NH4+].[NH4+].[N+]([O-])([O-])=O.[N+]([O-])([O-])=O.[N+]([O-])([O-])=O.[N+]([O-])([O-])=O.C(OCC)(=O)C.S([O-])([O-])(=O)=S.[Na+].[Na+], predict the reaction product. (5) Given the reactants [Mg].Br[CH:3]1[CH2:5][CH2:4]1.[C:6]([C:8]1[CH:13]=[CH:12][N:11]=[CH:10][CH:9]=1)#N.C([O:16]CC)C, predict the reaction product. The product is: [CH:3]1([C:6]([C:8]2[CH:13]=[CH:12][N:11]=[CH:10][CH:9]=2)=[O:16])[CH2:5][CH2:4]1. (6) Given the reactants [C:1]([O:5][C:6]([N:8]1[CH2:13][CH2:12][N:11]([C:14]2[CH:19]=[CH:18][C:17]([NH2:20])=[C:16]([CH3:21])[CH:15]=2)[CH2:10][CH2:9]1)=[O:7])([CH3:4])([CH3:3])[CH3:2].[CH3:22][O:23][C:24]1[CH:29]=[CH:28][C:27]([CH3:30])=[CH:26][C:25]=1[N:31]=[C:32]=[O:33].CO, predict the reaction product. The product is: [C:1]([O:5][C:6]([N:8]1[CH2:13][CH2:12][N:11]([C:14]2[CH:19]=[CH:18][C:17]([NH:20][C:32]([NH:31][C:25]3[CH:26]=[C:27]([CH3:30])[CH:28]=[CH:29][C:24]=3[O:23][CH3:22])=[O:33])=[C:16]([CH3:21])[CH:15]=2)[CH2:10][CH2:9]1)=[O:7])([CH3:4])([CH3:3])[CH3:2].